From a dataset of Forward reaction prediction with 1.9M reactions from USPTO patents (1976-2016). Predict the product of the given reaction. Given the reactants C([O:8][C:9]1[CH:10]=[N:11][C:12]([C:15]2[CH:16]=[C:17]([CH:21]([C:23]3[C:28](=[O:29])[CH:27]=[CH:26][N:25]([C:30]4[CH:31]=[N:32][N:33]([CH3:35])[CH:34]=4)[N:24]=3)[CH3:22])[CH:18]=[CH:19][CH:20]=2)=[N:13][CH:14]=1)C1C=CC=CC=1, predict the reaction product. The product is: [OH:8][C:9]1[CH:10]=[N:11][C:12]([C:15]2[CH:16]=[C:17]([CH:21]([C:23]3[C:28](=[O:29])[CH:27]=[CH:26][N:25]([C:30]4[CH:31]=[N:32][N:33]([CH3:35])[CH:34]=4)[N:24]=3)[CH3:22])[CH:18]=[CH:19][CH:20]=2)=[N:13][CH:14]=1.